From a dataset of Catalyst prediction with 721,799 reactions and 888 catalyst types from USPTO. Predict which catalyst facilitates the given reaction. (1) Reactant: [F:1][C:2]1[C:3]([N:9]=[CH:10][N:11]([CH3:13])[CH3:12])=[N:4][C:5]([OH:8])=[N:6][CH:7]=1.[C:14](Cl)(=[O:21])[C:15]1[CH:20]=[CH:19][CH:18]=[CH:17][CH:16]=1. Product: [CH3:12][N:11]([CH:10]=[N:9][C:3]1[C:2]([F:1])=[CH:7][N:6]=[C:5]([O:8][C:14](=[O:21])[C:15]2[CH:20]=[CH:19][CH:18]=[CH:17][CH:16]=2)[N:4]=1)[CH3:13]. The catalyst class is: 17. (2) Reactant: [OH:1][C:2]1[CH:16]=[C:15]2[C:5]([NH:6][CH:7]=[C:8]2[CH2:9][C@@H:10]([C:12]([OH:14])=[O:13])[NH2:11])=[CH:4][CH:3]=1.[Cl-].[Cr+3:18].[Cl-].[Cl-]. Product: [Cr:18].[OH:1][C:2]1[CH:16]=[C:15]2[C:5]([NH:6][CH:7]=[C:8]2[CH2:9][C@@H:10]([C:12]([OH:14])=[O:13])[NH2:11])=[CH:4][CH:3]=1. The catalyst class is: 6. (3) Reactant: C1(O[C:8](=[O:41])[NH:9][C:10]2[CH:15]=[C:14]([O:16][C:17]3[CH:22]=[CH:21][C:20]([NH:23][C:24]([C:26]4[C:27](=[O:39])[N:28]([C:33]5[CH:38]=[CH:37][CH:36]=[CH:35][CH:34]=5)[N:29]([CH3:32])[C:30]=4[CH3:31])=[O:25])=[CH:19][C:18]=3[F:40])[CH:13]=[CH:12][N:11]=2)C=CC=CC=1.[CH3:42][NH:43][CH2:44][CH3:45]. Product: [CH2:44]([N:43]([CH3:42])[C:8](=[O:41])[NH:9][C:10]1[CH:15]=[C:14]([O:16][C:17]2[CH:22]=[CH:21][C:20]([NH:23][C:24]([C:26]3[C:27](=[O:39])[N:28]([C:33]4[CH:38]=[CH:37][CH:36]=[CH:35][CH:34]=4)[N:29]([CH3:32])[C:30]=3[CH3:31])=[O:25])=[CH:19][C:18]=2[F:40])[CH:13]=[CH:12][N:11]=1)[CH3:45]. The catalyst class is: 37.